Dataset: Catalyst prediction with 721,799 reactions and 888 catalyst types from USPTO. Task: Predict which catalyst facilitates the given reaction. (1) Reactant: [NH2:1][CH:2]([CH3:42])[CH2:3][O:4][C@@H:5]([C:35]1[CH:40]=[CH:39][CH:38]=[C:37]([Cl:41])[CH:36]=1)[C@@H:6]1[CH2:11][CH2:10][CH2:9][N:8]([C:12]([NH:14][C@@H:15]([CH2:28][CH:29]2[CH2:34][CH2:33][CH2:32][CH2:31][CH2:30]2)[CH2:16][N:17]([CH3:27])[C:18](=[O:26])[O:19][CH2:20][CH2:21][Si:22]([CH3:25])([CH3:24])[CH3:23])=[O:13])[CH2:7]1.CCN(C(C)C)C(C)C.Cl[C:53]([O:55][CH3:56])=[O:54]. Product: [CH3:56][O:55][C:53]([NH:1][CH:2]([CH3:42])[CH2:3][O:4][C@@H:5]([C:35]1[CH:40]=[CH:39][CH:38]=[C:37]([Cl:41])[CH:36]=1)[C@@H:6]1[CH2:11][CH2:10][CH2:9][N:8]([C:12]([NH:14][C@@H:15]([CH2:28][CH:29]2[CH2:30][CH2:31][CH2:32][CH2:33][CH2:34]2)[CH2:16][N:17]([CH3:27])[C:18](=[O:26])[O:19][CH2:20][CH2:21][Si:22]([CH3:25])([CH3:24])[CH3:23])=[O:13])[CH2:7]1)=[O:54]. The catalyst class is: 79. (2) Reactant: [Cl:1][C:2]1[CH:3]=[C:4]([N:9]2[C:13](=[O:14])[O:12][N:11]=[C:10]2[C:15]2[C:19]([CH2:20][CH2:21][O:22]C)=[N:18][O:17][N:16]=2)[CH:5]=[CH:6][C:7]=1[F:8].B(Br)(Br)Br. Product: [Cl:1][C:2]1[CH:3]=[C:4]([N:9]2[C:13](=[O:14])[O:12][N:11]=[C:10]2[C:15]2[C:19]([CH2:20][CH2:21][OH:22])=[N:18][O:17][N:16]=2)[CH:5]=[CH:6][C:7]=1[F:8]. The catalyst class is: 2. (3) Reactant: [I:1][C:2]1[CH:12]=[CH:11][C:10]2[CH:9]3[CH2:13][CH2:14][CH:5]([CH2:6][N:7]([C:15](=[O:20])C(F)(F)F)[CH2:8]3)[C:4]=2[CH:3]=1.[NH4+].[OH-].[C:23]([O:27]C(OC([O:27][C:23]([CH3:26])([CH3:25])[CH3:24])=O)=O)([CH3:26])([CH3:25])[CH3:24].O. Product: [C:23]([O:27][C:15]([N:7]1[CH2:6][CH:5]2[CH2:14][CH2:13][CH:9]([C:10]3[CH:11]=[CH:12][C:2]([I:1])=[CH:3][C:4]=32)[CH2:8]1)=[O:20])([CH3:26])([CH3:25])[CH3:24]. The catalyst class is: 5. (4) Reactant: Br.[C:2]1(=[O:12])[C:11]2[C:6](=[CH:7][N:8]=[CH:9][CH:10]=2)[CH:5]=[CH:4][NH:3]1.[CH2:13](Br)[C:14]1[CH:19]=[CH:18][CH:17]=[CH:16][CH:15]=1.[BH4-].[Na+].Cl. Product: [CH2:13]([N:8]1[CH2:9][CH2:10][C:11]2[C:2](=[O:12])[NH:3][CH:4]=[CH:5][C:6]=2[CH2:7]1)[C:14]1[CH:19]=[CH:18][CH:17]=[CH:16][CH:15]=1. The catalyst class is: 10. (5) Reactant: [N:1]1[C:5]2([CH2:10][CH2:9][CH2:8][CH2:7][CH2:6]2)[CH2:4][O:3][C:2]=1[C:11]1[CH:16]=[CH:15][C:14]([OH:17])=[CH:13][CH:12]=1.Br[CH2:19][CH:20]([CH3:23])[CH2:21][Cl:22].C(=O)([O-])[O-].[K+].[K+]. Product: [Cl:22][CH2:21][CH:20]([CH3:23])[CH2:19][O:17][C:14]1[CH:13]=[CH:12][C:11]([C:2]2[O:3][CH2:4][C:5]3([CH2:6][CH2:7][CH2:8][CH2:9][CH2:10]3)[N:1]=2)=[CH:16][CH:15]=1. The catalyst class is: 21. (6) Reactant: [NH2:1][C:2]1[C:3]2[C:10](Br)=[CH:9][N:8]([CH:12]3[CH2:15][N:14]([C:16]([O:18][C:19]([CH3:22])([CH3:21])[CH3:20])=[O:17])[CH2:13]3)[C:4]=2[N:5]=[CH:6][N:7]=1.[CH3:23][C:24]1[CH:25]=[C:26]([CH2:30][C:31]([N:33]2[C:41]3[C:36](=[CH:37][C:38](B4OC(C)(C)C(C)(C)O4)=[CH:39][CH:40]=3)[CH2:35][CH2:34]2)=[O:32])[CH:27]=[CH:28][CH:29]=1.C([O-])(O)=O.[Na+].N#N. Product: [NH2:1][C:2]1[C:3]2[C:10]([C:38]3[CH:37]=[C:36]4[C:41](=[CH:40][CH:39]=3)[N:33]([C:31](=[O:32])[CH2:30][C:26]3[CH:27]=[CH:28][CH:29]=[C:24]([CH3:23])[CH:25]=3)[CH2:34][CH2:35]4)=[CH:9][N:8]([CH:12]3[CH2:15][N:14]([C:16]([O:18][C:19]([CH3:22])([CH3:21])[CH3:20])=[O:17])[CH2:13]3)[C:4]=2[N:5]=[CH:6][N:7]=1. The catalyst class is: 70. (7) Reactant: [NH2:1][C:2]1[CH:7]=[C:6]([Cl:8])[CH:5]=[CH:4][C:3]=1[SH:9].Br[CH2:11][CH2:12][C:13]([N:15]([CH2:18][CH3:19])[CH2:16][CH3:17])=[O:14].C([O-])([O-])=O.[K+].[K+]. Product: [NH2:1][C:2]1[CH:7]=[C:6]([Cl:8])[CH:5]=[CH:4][C:3]=1[S:9][CH2:11][CH2:12][C:13]([N:15]([CH2:18][CH3:19])[CH2:16][CH3:17])=[O:14]. The catalyst class is: 3. (8) Reactant: C[Si]([N-][Si](C)(C)C)(C)C.[Na+].[CH:11]1([OH:17])[CH2:16][CH2:15][CH2:14][CH2:13][CH2:12]1.Cl[C:19]1[CH:26]=[CH:25][C:22]([C:23]#[N:24])=[CH:21][N:20]=1.C([O-])(O)=O.[Na+]. The catalyst class is: 1. Product: [CH:11]1([O:17][C:19]2[N:20]=[CH:21][C:22]([C:23]#[N:24])=[CH:25][CH:26]=2)[CH2:16][CH2:15][CH2:14][CH2:13][CH2:12]1. (9) Reactant: [S:1]([N:17](S(C1C2C=CC=C(N(C)C)C=2C=CC=1)(=O)=O)[CH2:18][CH2:19][S:20][S:21][CH2:22][CH2:23][NH2:24])([C:4]1[C:16]2[CH:15]=[CH:14][CH:13]=[C:9]([N:10]([CH3:12])[CH3:11])[C:8]=2[CH:7]=[CH:6][CH:5]=1)(=[O:3])=[O:2].C(C(O)=O)CP(CCC(O)=O)CCC(O)=O.[Br:57][C:58]1[C:63](=[O:64])[NH:62][C:60](=[O:61])[C:59]=1Br. Product: [Br:57][N:17]([S:1]([C:4]1[C:16]2[CH:15]=[CH:14][CH:13]=[C:9]([N:10]([CH3:12])[CH3:11])[C:8]=2[CH:7]=[CH:6][CH:5]=1)(=[O:3])=[O:2])[CH2:18][CH2:19][S:20][S:21][CH2:22][CH2:23][NH2:24].[C:60]1(=[O:61])[NH:62][C:63](=[O:64])[CH:58]=[CH:59]1. The catalyst class is: 5. (10) Reactant: [C:1]([O:5][C:6]([N:8]1[CH2:13][CH2:12][CH:11]([NH:14][CH2:15][C:16]2[C:21]([CH3:22])=[CH:20][CH:19]=[CH:18][N:17]=2)[CH2:10][CH2:9]1)=[O:7])([CH3:4])([CH3:3])[CH3:2].[CH3:23][C:24]1[C:25]([CH:30]=O)=[N:26][CH:27]=[CH:28][CH:29]=1.[BH-](OC(C)=O)(OC(C)=O)OC(C)=O.[Na+]. Product: [C:1]([O:5][C:6]([N:8]1[CH2:13][CH2:12][CH:11]([N:14]([CH2:30][C:25]2[C:24]([CH3:23])=[CH:29][CH:28]=[CH:27][N:26]=2)[CH2:15][C:16]2[C:21]([CH3:22])=[CH:20][CH:19]=[CH:18][N:17]=2)[CH2:10][CH2:9]1)=[O:7])([CH3:4])([CH3:3])[CH3:2]. The catalyst class is: 2.